Predict the reactants needed to synthesize the given product. From a dataset of Full USPTO retrosynthesis dataset with 1.9M reactions from patents (1976-2016). (1) Given the product [F:3][C:4]1[CH:5]=[C:6]([CH2:7][C:18]#[N:17])[CH:9]=[CH:10][C:11]=1[O:12][CH2:13][O:14][CH3:15], predict the reactants needed to synthesize it. The reactants are: [BH4-].[Na+].[F:3][C:4]1[CH:5]=[C:6]([CH:9]=[CH:10][C:11]=1[O:12][CH2:13][O:14][CH3:15])[CH:7]=O.[Cl-].[NH4+:17].[CH3:18]O.C1COCC1. (2) Given the product [F:1]/[C:2](=[C:5](/[C:7]1[CH:16]=[C:15]2[C:10]([C:11]([CH3:22])([CH3:21])[CH2:12][CH:13]=[C:14]2[C:17]([CH3:19])([CH3:18])[CH3:20])=[CH:9][C:8]=1[O:23][CH2:24][CH3:25])\[CH3:6])/[CH:3]=[O:4], predict the reactants needed to synthesize it. The reactants are: [F:1]/[C:2](=[C:5](/[C:7]1[CH:16]=[C:15]2[C:10]([C:11]([CH3:22])([CH3:21])[CH2:12][CH:13]=[C:14]2[C:17]([CH3:20])([CH3:19])[CH3:18])=[CH:9][C:8]=1[O:23][CH2:24][CH3:25])\[CH3:6])/[CH2:3][OH:4].C[N+]1([O-])CCOCC1.ClCCl. (3) Given the product [CH3:16][CH:7]([O:6][C:5]1[CH:17]=[CH:18][C:2]([C:24]2[CH:25]=[CH:26][C:21]([CH:19]=[O:20])=[CH:22][CH:23]=2)=[CH:3][CH:4]=1)[CH2:8][NH:9][S:10]([CH:13]([CH3:15])[CH3:14])(=[O:12])=[O:11], predict the reactants needed to synthesize it. The reactants are: Br[C:2]1[CH:18]=[CH:17][C:5]([O:6][CH:7]([CH3:16])[CH2:8][NH:9][S:10]([CH:13]([CH3:15])[CH3:14])(=[O:12])=[O:11])=[CH:4][CH:3]=1.[CH:19]([C:21]1[CH:26]=[CH:25][C:24](B(O)O)=[CH:23][CH:22]=1)=[O:20].C(=O)([O-])[O-].[Na+].[Na+]. (4) Given the product [Br:19][C:8]1[CH:9]=[C:10]([N+:11]([O-:13])=[O:12])[C:2]([CH3:1])=[C:3]([CH:7]=1)[C:4]([OH:6])=[O:5], predict the reactants needed to synthesize it. The reactants are: [CH3:1][C:2]1[C:10]([N+:11]([O-:13])=[O:12])=[CH:9][CH:8]=[CH:7][C:3]=1[C:4]([OH:6])=[O:5].S(=O)(=O)(O)O.[Br:19]N1C(C)(C)C(=O)N(Br)C1=O.